The task is: Predict which catalyst facilitates the given reaction.. This data is from Catalyst prediction with 721,799 reactions and 888 catalyst types from USPTO. (1) The catalyst class is: 16. Reactant: [CH2:1]([O:3][C:4]([N:6]1[CH2:11][CH2:10][N:9]([C:12]([CH:14]([NH:21][C:22]([C:24]2[CH:33]=[C:32](Cl)[C:31]3[C:26](=[CH:27][CH:28]=[CH:29][CH:30]=3)[N:25]=2)=[O:23])[CH2:15][CH2:16][C:17]([O:19]C)=[O:18])=[O:13])[CH2:8][CH2:7]1)=[O:5])[CH3:2].[OH:35][C@@H:36]1[CH2:41][CH2:40]C[NH:38][CH2:37]1.CCN(C(C)C)C(C)C.[OH-].[Li+]. Product: [CH2:1]([O:3][C:4]([N:6]1[CH2:11][CH2:10][N:9]([C:12]([CH:14]([NH:21][C:22]([C:24]2[CH:33]=[C:32]([N:38]3[CH2:40][CH2:41][CH:36]([OH:35])[CH2:37]3)[C:31]3[C:26](=[CH:27][CH:28]=[CH:29][CH:30]=3)[N:25]=2)=[O:23])[CH2:15][CH2:16][C:17]([OH:19])=[O:18])=[O:13])[CH2:8][CH2:7]1)=[O:5])[CH3:2]. (2) Reactant: [Cl:1][C:2]1[N:13]=[C:12]([Cl:14])[CH:11]=[CH:10][C:3]=1[C:4](N(OC)C)=[O:5].[CH3:15][O:16][C:17]1[CH:22]=[CH:21][CH:20]=[CH:19][C:18]=1[Li]. Product: [Cl:1][C:2]1[C:3]([C:4]([C:18]2[CH:19]=[CH:20][CH:21]=[CH:22][C:17]=2[O:16][CH3:15])=[O:5])=[CH:10][CH:11]=[C:12]([Cl:14])[N:13]=1. The catalyst class is: 7.